From a dataset of Full USPTO retrosynthesis dataset with 1.9M reactions from patents (1976-2016). Predict the reactants needed to synthesize the given product. (1) Given the product [O:35]=[C:34]1[C:33]2[CH2:36][CH2:37][CH:38]=[CH:39][C:32]=2[O:31][C:30]2[CH:40]=[CH:41][CH:42]=[CH:43][C:29]=2[N:28]1[CH2:25][C:26]1[N:44]=[N:45][N:46]([CH2:2][CH2:3][C:4]([O:6][CH3:7])=[O:5])[CH:27]=1, predict the reactants needed to synthesize it. The reactants are: Br[CH2:2][CH2:3][C:4]([O:6][CH3:7])=[O:5].CS(C)=O.O=C1O[C@H]([C@H](CO)O)C([O-])=C1O.[Na+].[CH2:25]([N:28]1[C:34](=[O:35])[C:33]2[CH:36]=[CH:37][CH:38]=[CH:39][C:32]=2[O:31][C:30]2[CH:40]=[CH:41][CH:42]=[CH:43][C:29]1=2)[C:26]#[CH:27].[N-:44]=[N+:45]=[N-:46].[Na+]. (2) Given the product [O:27]1[CH:26]=[CH:25][CH:24]=[C:23]1[CH2:22][NH:2][C@H:3]1[CH2:7][CH2:6][N:5]([S:8]([C:11]2[C:12]3[C:13]([Br:21])=[CH:14][N:15]=[CH:16][C:17]=3[CH:18]=[CH:19][CH:20]=2)(=[O:10])=[O:9])[CH2:4]1, predict the reactants needed to synthesize it. The reactants are: Cl.[NH2:2][C@H:3]1[CH2:7][CH2:6][N:5]([S:8]([C:11]2[C:12]3[C:13]([Br:21])=[CH:14][N:15]=[CH:16][C:17]=3[CH:18]=[CH:19][CH:20]=2)(=[O:10])=[O:9])[CH2:4]1.[CH:22](=O)[C:23]1[O:27][CH:26]=[CH:25][CH:24]=1.C(O[BH-](OC(=O)C)OC(=O)C)(=O)C.[Na+].C(=O)([O-])O.[Na+]. (3) Given the product [I:13][C:2]1[CH:3]=[N:4][C:5]2[C:10]([CH:11]=1)=[CH:9][C:8]([OH:12])=[CH:7][CH:6]=2, predict the reactants needed to synthesize it. The reactants are: Br[C:2]1[CH:3]=[N:4][C:5]2[C:10]([CH:11]=1)=[CH:9][C:8]([OH:12])=[CH:7][CH:6]=2.[I-:13].[Na+].N.Cl. (4) Given the product [Si:20]([O:27][CH2:28][C:29]1[CH:45]=[CH:44][C:32]([C:33]([NH:35][NH:36][C:37]([O:39][C:40]([CH3:41])([CH3:43])[CH3:42])=[O:38])=[O:34])=[C:31]([CH2:46][O:47][C:2]([O:4][C:5]2[CH:6]=[CH:7][C:8]([N+:11]([O-:13])=[O:12])=[CH:9][CH:10]=2)=[O:3])[CH:30]=1)([C:23]([CH3:26])([CH3:24])[CH3:25])([CH3:22])[CH3:21], predict the reactants needed to synthesize it. The reactants are: Cl[C:2]([O:4][C:5]1[CH:10]=[CH:9][C:8]([N+:11]([O-:13])=[O:12])=[CH:7][CH:6]=1)=[O:3].N1C=CC=CC=1.[Si:20]([O:27][CH2:28][C:29]1[CH:45]=[CH:44][C:32]([C:33]([NH:35][NH:36][C:37]([O:39][C:40]([CH3:43])([CH3:42])[CH3:41])=[O:38])=[O:34])=[C:31]([CH2:46][OH:47])[CH:30]=1)([C:23]([CH3:26])([CH3:25])[CH3:24])([CH3:22])[CH3:21].C(Cl)Cl. (5) Given the product [C:17]([C:16]1[CH:15]=[C:14]([C:13]2[N:8]3[N:7]=[C:6]([C:3]4([CH2:2][O:1][C:32]([N:27]5[CH2:31][CH2:30][CH2:29][CH2:28]5)=[O:33])[CH2:5][CH2:4]4)[N:24]=[C:9]3[C:10]([O:22][CH3:23])=[CH:11][CH:12]=2)[CH:21]=[CH:20][CH:19]=1)#[N:18], predict the reactants needed to synthesize it. The reactants are: [OH:1][CH2:2][C:3]1([C:6]2[N:24]=[C:9]3[C:10]([O:22][CH3:23])=[CH:11][CH:12]=[C:13]([C:14]4[CH:15]=[C:16]([CH:19]=[CH:20][CH:21]=4)[C:17]#[N:18])[N:8]3[N:7]=2)[CH2:5][CH2:4]1.[H-].[Na+].[N:27]1([C:32](Cl)=[O:33])[CH2:31][CH2:30][CH2:29][CH2:28]1.C([O-])(O)=O.[Na+]. (6) The reactants are: [CH3:1][O:2][C:3]1[CH:40]=[CH:39][C:6]([CH2:7][N:8]([CH2:30][C:31]2[CH:36]=[CH:35][C:34]([O:37][CH3:38])=[CH:33][CH:32]=2)[C:9]2[N:14]=[CH:13][C:12]([C:15]3[C:16]4[CH2:29][CH2:28][NH:27][C:17]=4[N:18]=[C:19]([N:21]4[CH2:26][CH2:25][O:24][CH2:23][CH2:22]4)[N:20]=3)=[CH:11][N:10]=2)=[CH:5][CH:4]=1.[H-].[Na+].[C:43]1([CH3:52])[C:44]([N:49]=[C:50]=[S:51])=[CH:45][CH:46]=[CH:47][CH:48]=1. Given the product [C:43]1([CH3:52])[CH:48]=[CH:47][CH:46]=[CH:45][C:44]=1[NH:49][C:50]([N:27]1[C:17]2[N:18]=[C:19]([N:21]3[CH2:26][CH2:25][O:24][CH2:23][CH2:22]3)[N:20]=[C:15]([C:12]3[CH:11]=[N:10][C:9]([N:8]([CH2:7][C:6]4[CH:5]=[CH:4][C:3]([O:2][CH3:1])=[CH:40][CH:39]=4)[CH2:30][C:31]4[CH:32]=[CH:33][C:34]([O:37][CH3:38])=[CH:35][CH:36]=4)=[N:14][CH:13]=3)[C:16]=2[CH2:29][CH2:28]1)=[S:51], predict the reactants needed to synthesize it.